From a dataset of Catalyst prediction with 721,799 reactions and 888 catalyst types from USPTO. Predict which catalyst facilitates the given reaction. (1) Reactant: [Cl:1][C:2]1[CH:20]=[CH:19][C:5]([C:6]([C:8]2[CH:9]=[C:10]3[C:15](=[CH:16][CH:17]=2)[NH:14][CH:13]=[CH:12][C:11]3=O)=[O:7])=[CH:4][CH:3]=1.P(Br)(Br)[Br:22].C([O-])(O)=O.[Na+]. Product: [Br:22][C:11]1[C:10]2[C:15](=[CH:16][CH:17]=[C:8]([C:6]([C:5]3[CH:19]=[CH:20][C:2]([Cl:1])=[CH:3][CH:4]=3)=[O:7])[CH:9]=2)[N:14]=[CH:13][CH:12]=1. The catalyst class is: 18. (2) Reactant: [CH2:1]([S:3][C:4]1[C:9]([C:10]([NH:12][CH2:13][C:14]2[CH:19]=[CH:18][CH:17]=[C:16]([F:20])[CH:15]=2)=[O:11])=[C:8]([CH3:21])[CH:7]=[C:6]([NH:22][CH3:23])[N:5]=1)[CH3:2].C1COCC1.CCN(C(C)C)C(C)C.[F:38][C:39]1[CH:47]=[CH:46][C:42]([C:43](Cl)=[O:44])=[CH:41][CH:40]=1. Product: [CH2:1]([S:3][C:4]1[C:9]([C:10]([NH:12][CH2:13][C:14]2[CH:19]=[CH:18][CH:17]=[C:16]([F:20])[CH:15]=2)=[O:11])=[C:8]([CH3:21])[CH:7]=[C:6]([N:22]([C:43](=[O:44])[C:42]2[CH:46]=[CH:47][C:39]([F:38])=[CH:40][CH:41]=2)[CH3:23])[N:5]=1)[CH3:2]. The catalyst class is: 91. (3) Product: [CH2:40]([N:41]1[CH2:44][CH2:33][CH:32]([CH2:35][CH2:6][C:5]2[CH:26]=[CH:27][CH:28]=[C:29]3[O:30][CH2:2][O:3][C:4]=23)[CH2:31][CH2:42]1)[C:4]1[CH:29]=[CH:28][CH:27]=[CH:26][CH:5]=1. The catalyst class is: 178. Reactant: [Br-].[CH2:2]1[O:30][C:29]2[C:4](=[C:5]([CH:26]=[CH:27][CH:28]=2)[CH2:6][P+](C2C=CC=CC=2)(C2C=CC=CC=2)C2C=CC=CC=2)[O:3]1.[CH3:31][C:32]([CH3:35])([O-])[CH3:33].[K+].O.[H][H].[CH3:40][N:41]([CH3:44])[CH:42]=O. (4) Reactant: [NH2:1][C:2]1[N:3]=[CH:4][C:5]([C:21]2[CH:31]=[CH:30][C:24]([C:25]([N:27]([CH3:29])[CH3:28])=[O:26])=[CH:23][CH:22]=2)=[N:6][C:7]=1[C:8]1[O:9][C:10]([C:13]2[CH:18]=[CH:17][C:16]([CH2:19]Br)=[CH:15][CH:14]=2)=[N:11][N:12]=1.[C:32]([O-:35])(=[O:34])[CH3:33].[K+].Cl. Product: [C:32]([O:35][CH2:19][C:16]1[CH:17]=[CH:18][C:13]([C:10]2[O:9][C:8]([C:7]3[C:2]([NH2:1])=[N:3][CH:4]=[C:5]([C:21]4[CH:22]=[CH:23][C:24]([C:25](=[O:26])[N:27]([CH3:29])[CH3:28])=[CH:30][CH:31]=4)[N:6]=3)=[N:12][N:11]=2)=[CH:14][CH:15]=1)(=[O:34])[CH3:33]. The catalyst class is: 3. (5) Reactant: [CH2:1]([O:8][C:9]1[C:10]([C:25](O)=[O:26])=[N:11][N:12]2[C@@H:17]([C:18]3[CH:23]=[CH:22][CH:21]=[CH:20][CH:19]=3)[CH2:16][N:15]([CH3:24])[CH2:14][C:13]=12)[C:2]1[CH:7]=[CH:6][CH:5]=[CH:4][CH:3]=1.[F:28][C:29]1[CH:34]=[CH:33][C:32]([CH2:35][C:36]([NH:38][NH2:39])=[O:37])=[CH:31][CH:30]=1.FC1C=CC(CC(Cl)=O)=CC=1.NN.C(Cl)CCl.C1C=CC2N(O)N=NC=2C=1.C(N(CC)CC)C. Product: [CH2:1]([O:8][C:9]1[C:10]([C:25]([N:38]([C:36](=[O:37])[CH2:35][C:32]2[CH:33]=[CH:34][C:29]([F:28])=[CH:30][CH:31]=2)[NH2:39])=[O:26])=[N:11][N:12]2[C@@H:17]([C:18]3[CH:19]=[CH:20][CH:21]=[CH:22][CH:23]=3)[CH2:16][N:15]([CH3:24])[CH2:14][C:13]=12)[C:2]1[CH:3]=[CH:4][CH:5]=[CH:6][CH:7]=1. The catalyst class is: 3. (6) Reactant: C([O:8][C@H:9]([C:35]([F:38])([F:37])[F:36])[C@@H:10]([NH:24][C:25]1[CH:32]=[CH:31][C:28]([C:29]#[N:30])=[C:27]([Cl:33])[C:26]=1[CH3:34])[C:11]1[O:12][C:13]([C:16]2[CH:21]=[CH:20][C:19]([C:22]#[N:23])=[CH:18][CH:17]=2)=[N:14][N:15]=1)C1C=CC=CC=1.B(Br)(Br)Br. Product: [Cl:33][C:27]1[C:26]([CH3:34])=[C:25]([NH:24][C@@H:10]([C:11]2[O:12][C:13]([C:16]3[CH:17]=[CH:18][C:19]([C:22]#[N:23])=[CH:20][CH:21]=3)=[N:14][N:15]=2)[C@H:9]([OH:8])[C:35]([F:36])([F:37])[F:38])[CH:32]=[CH:31][C:28]=1[C:29]#[N:30]. The catalyst class is: 2. (7) Reactant: [CH3:1][S:2](Cl)(=[O:4])=[O:3].[Br:6][C:7]1[CH:8]=[C:9]([C:13]2([C:21]3[CH:26]=[CH:25][C:24]([OH:27])=[CH:23][CH:22]=3)[NH:17][C:16](=[S:18])[N:15]([CH3:19])[C:14]2=[O:20])[CH:10]=[N:11][CH:12]=1.C(N(CC)CC)C.C(=O)(O)[O-].[Na+]. Product: [CH3:1][S:2]([O:27][C:24]1[CH:25]=[CH:26][C:21]([C:13]2([C:9]3[CH:10]=[N:11][CH:12]=[C:7]([Br:6])[CH:8]=3)[C:14](=[O:20])[N:15]([CH3:19])[C:16](=[S:18])[NH:17]2)=[CH:22][CH:23]=1)(=[O:4])=[O:3]. The catalyst class is: 4. (8) Reactant: [C:1]([O:5][C:6]([NH:8][CH2:9][C:10]1[CH:24]=[CH:23][C:22]([Cl:25])=[CH:21][C:11]=1[CH2:12][NH:13][C:14](=[O:20])[C@@H:15]1[CH2:19][CH2:18][CH2:17][NH:16]1)=[O:7])([CH3:4])([CH3:3])[CH3:2].[C:26](O)(=[O:41])[C:27]([C:35]1[CH:40]=[CH:39][CH:38]=[CH:37][CH:36]=1)([C:29]1[CH:34]=[CH:33][CH:32]=[CH:31][CH:30]=1)[OH:28].CN1CCOCC1.CN([P+](ON1N=NC2C=CC=CC1=2)(N(C)C)N(C)C)C.F[P-](F)(F)(F)(F)F. Product: [C:29]1([C:27]([C:35]2[CH:40]=[CH:39][CH:38]=[CH:37][CH:36]=2)([OH:28])[C:26]([N:16]2[CH2:17][CH2:18][CH2:19][C@H:15]2[C:14]([NH:13][CH2:12][C:11]2[CH:21]=[C:22]([Cl:25])[CH:23]=[CH:24][C:10]=2[CH2:9][NH:8][C:6]([O:5][C:1]([CH3:4])([CH3:2])[CH3:3])=[O:7])=[O:20])=[O:41])[CH:30]=[CH:31][CH:32]=[CH:33][CH:34]=1. The catalyst class is: 3.